From a dataset of Reaction yield outcomes from USPTO patents with 853,638 reactions. Predict the reaction yield, written as a fraction of the theoretical maximum amount of product (1.0 means a 100% yield; for example, 0.34 means a 34% yield). The yield is 0.140. The catalyst is CCO. The reactants are [C:1]1([C:16]2[CH:21]=[CH:20][CH:19]=[CH:18][CH:17]=2)[CH:6]=[CH:5][C:4]([C:7](=O)[CH2:8][C:9]2[CH:14]=[CH:13][CH:12]=[CH:11][CH:10]=2)=[CH:3][CH:2]=1.[CH2:22]([O:24][C:25]1[CH:26]=[C:27]([CH:30]=[C:31]([N+:34]([O-:36])=[O:35])[C:32]=1[OH:33])[CH:28]=O)[CH3:23].[NH2:37][C:38]([NH2:40])=[O:39].Cl. The product is [C:1]1([C:16]2[CH:21]=[CH:20][CH:19]=[CH:18][CH:17]=2)[CH:6]=[CH:5][C:4]([C:7]2[NH:40][C:38](=[O:39])[NH:37][CH:28]([C:27]3[CH:30]=[C:31]([N+:34]([O-:36])=[O:35])[C:32]([OH:33])=[C:25]([O:24][CH2:22][CH3:23])[CH:26]=3)[C:8]=2[C:9]2[CH:14]=[CH:13][CH:12]=[CH:11][CH:10]=2)=[CH:3][CH:2]=1.